Dataset: Catalyst prediction with 721,799 reactions and 888 catalyst types from USPTO. Task: Predict which catalyst facilitates the given reaction. (1) Reactant: C[O:2][C:3](=[O:37])[CH2:4][O:5][C:6]1[CH:11]=[CH:10][C:9]([N:12]([C:34](=[O:36])[CH3:35])[C@H:13]2[C:22]3[C:17](=[CH:18][CH:19]=[CH:20][CH:21]=3)[N:16]([C:23](=[O:32])[C:24]3[CH:29]=[CH:28][C:27]([O:30][CH3:31])=[CH:26][CH:25]=3)[C@@H:15]([CH3:33])[CH2:14]2)=[CH:8][CH:7]=1.[OH-].[Na+].Cl. Product: [C:34]([N:12]([C@H:13]1[C:22]2[C:17](=[CH:18][CH:19]=[CH:20][CH:21]=2)[N:16]([C:23](=[O:32])[C:24]2[CH:29]=[CH:28][C:27]([O:30][CH3:31])=[CH:26][CH:25]=2)[C@@H:15]([CH3:33])[CH2:14]1)[C:9]1[CH:8]=[CH:7][C:6]([O:5][CH2:4][C:3]([OH:37])=[O:2])=[CH:11][CH:10]=1)(=[O:36])[CH3:35]. The catalyst class is: 5. (2) Reactant: C([O-])([O-])=O.[K+].[K+].[Cl:7][C:8]1[CH:9]=[C:10]([CH:27]=[C:28]([C:30]#[C:31][Si](C)(C)C)[CH:29]=1)[CH2:11][O:12][C:13]1[CH:18]=[CH:17][CH:16]=[CH:15][C:14]=1[CH2:19][C:20]([O:22][C:23]([CH3:26])([CH3:25])[CH3:24])=[O:21]. Product: [Cl:7][C:8]1[CH:9]=[C:10]([CH:27]=[C:28]([C:30]#[CH:31])[CH:29]=1)[CH2:11][O:12][C:13]1[CH:18]=[CH:17][CH:16]=[CH:15][C:14]=1[CH2:19][C:20]([O:22][C:23]([CH3:24])([CH3:25])[CH3:26])=[O:21]. The catalyst class is: 5. (3) Reactant: [OH-:1].[Na+].[CH2:3]1[CH:7]2[C@H:8]3[C:13](=[O:14])[O:12][C:10](=[O:11])[C@H:9]3[CH:4]1[CH:5]=[CH:6]2.O1CCCC1.[Br:20]Br. Product: [Br:20][CH:6]1[CH:5]2[CH:4]3[CH:9]([CH:8]([C:13]([OH:12])=[O:14])[CH:7]1[CH2:3]3)[C:10](=[O:11])[O:1]2. The catalyst class is: 6. (4) The catalyst class is: 18. Reactant: Cl[CH2:2][C:3]1[O:4][C:5]2[CH:11]=[C:10]([N+:12]([O-:14])=[O:13])[CH:9]=[CH:8][C:6]=2[N:7]=1.[NH:15]1[CH2:19][CH2:18][CH2:17][CH2:16]1.C(=O)([O-])[O-].[K+].[K+].C(OCC)C. Product: [N+:12]([C:10]1[CH:9]=[CH:8][C:6]2[N:7]=[C:3]([CH2:2][N:15]3[CH2:19][CH2:18][CH2:17][CH2:16]3)[O:4][C:5]=2[CH:11]=1)([O-:14])=[O:13]. (5) Reactant: [NH:1]1[CH2:5][CH2:4][CH:3]([O:6][C:7]2[C:8]([C:13]3[CH:18]=[CH:17][N:16]=[CH:15][CH:14]=3)=[N:9][CH:10]=[CH:11][CH:12]=2)[CH2:2]1.C(N(CC)CC)C.CN(C=O)C.[CH3:31][N:32]1[CH:36]=[C:35]([S:37](Cl)(=[O:39])=[O:38])[CH:34]=[N:33]1. Product: [CH3:31][N:32]1[CH:36]=[C:35]([S:37]([N:1]2[CH2:5][CH2:4][CH:3]([O:6][C:7]3[C:8]([C:13]4[CH:18]=[CH:17][N:16]=[CH:15][CH:14]=4)=[N:9][CH:10]=[CH:11][CH:12]=3)[CH2:2]2)(=[O:39])=[O:38])[CH:34]=[N:33]1. The catalyst class is: 170.